From a dataset of NCI-60 drug combinations with 297,098 pairs across 59 cell lines. Regression. Given two drug SMILES strings and cell line genomic features, predict the synergy score measuring deviation from expected non-interaction effect. Drug 1: CS(=O)(=O)C1=CC(=C(C=C1)C(=O)NC2=CC(=C(C=C2)Cl)C3=CC=CC=N3)Cl. Drug 2: C1=NC2=C(N1)C(=S)N=C(N2)N. Cell line: HCT116. Synergy scores: CSS=38.0, Synergy_ZIP=0.239, Synergy_Bliss=-1.05, Synergy_Loewe=-17.4, Synergy_HSA=-1.00.